Predict which catalyst facilitates the given reaction. From a dataset of Catalyst prediction with 721,799 reactions and 888 catalyst types from USPTO. Reactant: [CH3:1][O:2][C:3]([C:5]1[CH:6]=[C:7]([CH:11]=[C:12]([O:14][S:15]([CH3:18])(=[O:17])=[O:16])[CH:13]=1)[C:8]([OH:10])=[O:9])=[O:4].CN(C1C=CC=CN=1)C.[C:28](O)([CH3:31])([CH3:30])[CH3:29].C(Cl)CCl. Product: [CH3:18][S:15]([O:14][C:12]1[CH:13]=[C:5]([C:3]([O:2][CH3:1])=[O:4])[CH:6]=[C:7]([CH:11]=1)[C:8]([O:10][C:28]([CH3:31])([CH3:30])[CH3:29])=[O:9])(=[O:17])=[O:16]. The catalyst class is: 2.